From a dataset of Reaction yield outcomes from USPTO patents with 853,638 reactions. Predict the reaction yield, written as a fraction of the theoretical maximum amount of product (1.0 means a 100% yield; for example, 0.34 means a 34% yield). The reactants are Cl[CH2:2][C:3]([C:5]1[C:15]2=[C:16]3[C:11](=[CH:12][CH:13]=[CH:14]2)[CH2:10][CH2:9][CH2:8][N:7]3[CH:6]=1)=[O:4].[N-:17]=[N+:18]=[N-:19].[Na+].O.C(OCC)(=O)C. The catalyst is CN(C=O)C. The product is [N:17]([CH2:2][C:3]([C:5]1[C:15]2=[C:16]3[C:11](=[CH:12][CH:13]=[CH:14]2)[CH2:10][CH2:9][CH2:8][N:7]3[CH:6]=1)=[O:4])=[N+:18]=[N-:19]. The yield is 0.900.